Dataset: Forward reaction prediction with 1.9M reactions from USPTO patents (1976-2016). Task: Predict the product of the given reaction. (1) Given the reactants [O:1]1[C:5]2[CH:6]=[CH:7][CH:8]=[CH:9][C:4]=2[CH:3]=[C:2]1B(O)O.C(Cl)Cl.C([O-])([O-])=O.[K+].[K+].Br[C:23]1[C:28]([NH2:29])=[N:27][CH:26]=[C:25]2[NH:30][CH:31]=[CH:32][C:24]=12, predict the reaction product. The product is: [O:1]1[C:2]2=[CH:3][CH:4]=[CH:9][C:8]2=[CH:7][CH:6]=[C:5]1[NH:29][C:28]1[CH:23]=[C:24]2[CH:32]=[CH:31][NH:30][C:25]2=[CH:26][N:27]=1. (2) Given the reactants [C:1]([O:5][N:6]=[C:7]1[C:16]2[C:11](=[CH:12][CH:13]=[CH:14][CH:15]=2)[O:10][C:9]([C:17]2[N:22]=[CH:21][N:20]3[C:23](O)=[CH:24][CH:25]=[C:19]3[CH:18]=2)=[CH:8]1)([CH3:4])([CH3:3])[CH3:2].Br[CH2:28][CH2:29][CH2:30][Cl:31].CN(C)C=[O:35], predict the reaction product. The product is: [C:1]([O:5][N:6]=[C:7]1[C:16]2[C:11](=[CH:12][C:13]([O:35][CH2:28][CH2:29][CH2:30][Cl:31])=[CH:14][CH:15]=2)[O:10][C:9]([C:17]2[N:22]=[CH:21][N:20]3[CH:23]=[CH:24][CH:25]=[C:19]3[CH:18]=2)=[CH:8]1)([CH3:2])([CH3:3])[CH3:4]. (3) Given the reactants [O:1]=[C:2]([C:15]1[CH:20]=[CH:19][CH:18]=[CH:17][CH:16]=1)[CH2:3][CH2:4][C:5]([NH:7][C:8]1[CH:13]=[CH:12][C:11]([CH3:14])=[CH:10][CH:9]=1)=[O:6].[S:21](Cl)(Cl)=O, predict the reaction product. The product is: [C:2]([C:3]1[S:21][N:7]([C:8]2[CH:13]=[CH:12][C:11]([CH3:14])=[CH:10][CH:9]=2)[C:5](=[O:6])[CH:4]=1)(=[O:1])[C:15]1[CH:20]=[CH:19][CH:18]=[CH:17][CH:16]=1. (4) Given the reactants C(OC(=O)[NH:7][C@@H:8]([CH2:18][C:19]1[C:27]2[C:22](=[CH:23][CH:24]=[C:25]([OH:28])[CH:26]=2)[NH:21][CH:20]=1)[C:9]([N:11]1[CH2:15][CH2:14][CH2:13][C@H:12]1[C:16]#[N:17])=[O:10])(C)(C)C.FC(F)(F)C(O)=O, predict the reaction product. The product is: [NH2:7][C@@H:8]([CH2:18][C:19]1[C:27]2[C:22](=[CH:23][CH:24]=[C:25]([OH:28])[CH:26]=2)[NH:21][CH:20]=1)[C:9]([N:11]1[CH2:15][CH2:14][CH2:13][C@H:12]1[C:16]#[N:17])=[O:10].